Dataset: Reaction yield outcomes from USPTO patents with 853,638 reactions. Task: Predict the reaction yield, written as a fraction of the theoretical maximum amount of product (1.0 means a 100% yield; for example, 0.34 means a 34% yield). (1) The reactants are [CH3:1][C:2]1[CH:10]=[CH:9][CH:8]=[C:7]2[C:3]=1[CH2:4][C:5](=[O:11])[NH:6]2.[Cl:12]N1C(=O)CCC1=O.FC(F)(F)C(O)=O. The catalyst is C(#N)C. The product is [Cl:12][C:10]1[C:2]([CH3:1])=[C:3]2[C:7](=[CH:8][CH:9]=1)[NH:6][C:5](=[O:11])[CH2:4]2. The yield is 0.680. (2) The catalyst is ClCCCl.C(O)(=O)C. The reactants are C([NH:4][C@:5]1([C:22](NC(C)(C)C)=[O:23])[C@@H:9]([CH2:10][CH2:11][CH2:12][B:13]2[O:17]C(C)(C)C(C)(C)[O:14]2)[CH2:8][NH:7][CH2:6]1)(=O)C.S([O-])([O-])(=O)=O.[Na+].[Na+].C([NH:43][CH2:44][CH:45]=O)(OC(C)(C)C)=O.C(O[BH-](OC(=O)C)OC(=O)C)(=[O:49])C.[Na+].C(=O)([O-])[O-].[Na+].[Na+]. The product is [NH2:4][C@:5]1([C:22]([OH:23])=[O:49])[C@@H:9]([CH2:10][CH2:11][CH2:12][B:13]([OH:14])[OH:17])[CH2:8][N:7]([CH2:45][CH2:44][NH2:43])[CH2:6]1. The yield is 0.350. (3) The reactants are Cl[C:2]1[N:3]=[N:4][C:5]([N:10]2[CH2:15][CH2:14][NH:13][C@H:12]([CH3:16])[CH2:11]2)=[C:6]([CH3:9])[C:7]=1[CH3:8].[F:17][C:18]1[CH:23]=[CH:22][C:21](B(O)O)=[CH:20][CH:19]=1.C1(C)C=CC=CC=1. The catalyst is [Pd].C1(P(C2C=CC=CC=2)C2C=CC=CC=2)C=CC=CC=1.C1(P(C2C=CC=CC=2)C2C=CC=CC=2)C=CC=CC=1.C1(P(C2C=CC=CC=2)C2C=CC=CC=2)C=CC=CC=1.C1(P(C2C=CC=CC=2)C2C=CC=CC=2)C=CC=CC=1.O. The product is [F:17][C:18]1[CH:23]=[CH:22][C:21]([C:2]2[N:3]=[N:4][C:5]([N:10]3[CH2:15][CH2:14][NH:13][C@H:12]([CH3:16])[CH2:11]3)=[C:6]([CH3:9])[C:7]=2[CH3:8])=[CH:20][CH:19]=1. The yield is 0.830.